Predict the reactants needed to synthesize the given product. From a dataset of Full USPTO retrosynthesis dataset with 1.9M reactions from patents (1976-2016). Given the product [CH3:30][O:29][C:25]1[CH:24]=[C:23]2[C:28]([C:19]([O:18][CH2:17][C:14]3[N:12]4[N:13]=[C:8]([C:5]5[CH:4]=[CH:3][C:2](=[O:39])[NH:7][CH:6]=5)[CH:9]=[CH:10][C:11]4=[N:16][N:15]=3)=[CH:20][CH:21]=[N:22]2)=[CH:27][CH:26]=1, predict the reactants needed to synthesize it. The reactants are: F[C:2]1[N:7]=[CH:6][C:5]([C:8]2[CH:9]=[CH:10][C:11]3[N:12]([C:14]([CH2:17][O:18][C:19]4[C:28]5[C:23](=[CH:24][C:25]([O:29][CH3:30])=[CH:26][CH:27]=5)[N:22]=[CH:21][CH:20]=4)=[N:15][N:16]=3)[N:13]=2)=[CH:4][CH:3]=1.Cl.C(N(CC)CC)C.[O:39]1CCOCC1.